Dataset: NCI-60 drug combinations with 297,098 pairs across 59 cell lines. Task: Regression. Given two drug SMILES strings and cell line genomic features, predict the synergy score measuring deviation from expected non-interaction effect. (1) Drug 1: CC=C1C(=O)NC(C(=O)OC2CC(=O)NC(C(=O)NC(CSSCCC=C2)C(=O)N1)C(C)C)C(C)C. Drug 2: B(C(CC(C)C)NC(=O)C(CC1=CC=CC=C1)NC(=O)C2=NC=CN=C2)(O)O. Cell line: ACHN. Synergy scores: CSS=63.2, Synergy_ZIP=2.01, Synergy_Bliss=-0.466, Synergy_Loewe=-16.3, Synergy_HSA=-5.28. (2) Drug 1: CC1=C(C(=O)C2=C(C1=O)N3CC4C(C3(C2COC(=O)N)OC)N4)N. Drug 2: COCCOC1=C(C=C2C(=C1)C(=NC=N2)NC3=CC=CC(=C3)C#C)OCCOC.Cl. Cell line: SN12C. Synergy scores: CSS=29.5, Synergy_ZIP=-0.700, Synergy_Bliss=2.71, Synergy_Loewe=-16.2, Synergy_HSA=1.20. (3) Drug 2: C1CN(P(=O)(OC1)NCCCl)CCCl. Cell line: SNB-75. Synergy scores: CSS=8.60, Synergy_ZIP=-2.97, Synergy_Bliss=-2.34, Synergy_Loewe=-4.94, Synergy_HSA=-1.19. Drug 1: C(CC(=O)O)C(=O)CN.Cl. (4) Drug 2: CC1C(C(CC(O1)OC2CC(OC(C2O)C)OC3=CC4=CC5=C(C(=O)C(C(C5)C(C(=O)C(C(C)O)O)OC)OC6CC(C(C(O6)C)O)OC7CC(C(C(O7)C)O)OC8CC(C(C(O8)C)O)(C)O)C(=C4C(=C3C)O)O)O)O. Synergy scores: CSS=43.0, Synergy_ZIP=16.8, Synergy_Bliss=21.4, Synergy_Loewe=18.8, Synergy_HSA=18.7. Cell line: DU-145. Drug 1: CS(=O)(=O)C1=CC(=C(C=C1)C(=O)NC2=CC(=C(C=C2)Cl)C3=CC=CC=N3)Cl. (5) Drug 1: CCN(CC)CCCC(C)NC1=C2C=C(C=CC2=NC3=C1C=CC(=C3)Cl)OC. Synergy scores: CSS=-1.01, Synergy_ZIP=-0.872, Synergy_Bliss=-0.0410, Synergy_Loewe=-5.85, Synergy_HSA=-3.42. Drug 2: C1C(C(OC1N2C=NC(=NC2=O)N)CO)O. Cell line: SK-MEL-28. (6) Drug 1: CCC(=C(C1=CC=CC=C1)C2=CC=C(C=C2)OCCN(C)C)C3=CC=CC=C3.C(C(=O)O)C(CC(=O)O)(C(=O)O)O. Drug 2: CC1=C(C(=O)C2=C(C1=O)N3CC4C(C3(C2COC(=O)N)OC)N4)N. Cell line: UACC-257. Synergy scores: CSS=12.4, Synergy_ZIP=-3.04, Synergy_Bliss=0.347, Synergy_Loewe=-14.0, Synergy_HSA=-0.669. (7) Drug 1: CN1C(=O)N2C=NC(=C2N=N1)C(=O)N. Drug 2: CC1CCCC2(C(O2)CC(NC(=O)CC(C(C(=O)C(C1O)C)(C)C)O)C(=CC3=CSC(=N3)C)C)C. Cell line: SK-MEL-28. Synergy scores: CSS=24.2, Synergy_ZIP=0.680, Synergy_Bliss=-1.84, Synergy_Loewe=-31.8, Synergy_HSA=-6.32. (8) Drug 1: COC1=C(C=C2C(=C1)N=CN=C2NC3=CC(=C(C=C3)F)Cl)OCCCN4CCOCC4. Drug 2: CN(C)C1=NC(=NC(=N1)N(C)C)N(C)C. Cell line: A498. Synergy scores: CSS=21.7, Synergy_ZIP=-1.75, Synergy_Bliss=0.802, Synergy_Loewe=-18.8, Synergy_HSA=-3.16. (9) Drug 1: CC(C)NC(=O)C1=CC=C(C=C1)CNNC.Cl. Drug 2: CCC1(C2=C(COC1=O)C(=O)N3CC4=CC5=C(C=CC(=C5CN(C)C)O)N=C4C3=C2)O.Cl. Cell line: DU-145. Synergy scores: CSS=-0.828, Synergy_ZIP=-16.3, Synergy_Bliss=-34.7, Synergy_Loewe=-75.4, Synergy_HSA=-34.2. (10) Drug 1: CC1OCC2C(O1)C(C(C(O2)OC3C4COC(=O)C4C(C5=CC6=C(C=C35)OCO6)C7=CC(=C(C(=C7)OC)O)OC)O)O. Drug 2: CC=C1C(=O)NC(C(=O)OC2CC(=O)NC(C(=O)NC(CSSCCC=C2)C(=O)N1)C(C)C)C(C)C. Cell line: SK-MEL-5. Synergy scores: CSS=66.0, Synergy_ZIP=1.95, Synergy_Bliss=4.96, Synergy_Loewe=-5.14, Synergy_HSA=8.37.